Dataset: CYP3A4 inhibition data for predicting drug metabolism from PubChem BioAssay. Task: Regression/Classification. Given a drug SMILES string, predict its absorption, distribution, metabolism, or excretion properties. Task type varies by dataset: regression for continuous measurements (e.g., permeability, clearance, half-life) or binary classification for categorical outcomes (e.g., BBB penetration, CYP inhibition). Dataset: cyp3a4_veith. The result is 1 (inhibitor). The drug is Cc1nn(Cc2ccc(Cl)cc2)c(C)c1NC(=O)CSc1nc2c(c(C(F)(F)F)n1)CCc1ccccc1-2.